Predict the product of the given reaction. From a dataset of Forward reaction prediction with 1.9M reactions from USPTO patents (1976-2016). (1) Given the reactants [NH2:1][CH2:2][CH:3]([C:5]1[CH:10]=[CH:9][CH:8]=[CH:7][CH:6]=1)[OH:4].[O:11]1CCC[CH2:12]1, predict the reaction product. The product is: [C:5]1([CH:3]2[O:4][C:12](=[O:11])[NH:1][CH2:2]2)[CH:10]=[CH:9][CH:8]=[CH:7][CH:6]=1. (2) Given the reactants Br[C:2]1[C:3]([C:32]2[CH:37]=[CH:36][N:35]=[CH:34][CH:33]=2)=[C:4]([C:24]2[CH:29]=[CH:28][C:27]([F:30])=[C:26]([Cl:31])[CH:25]=2)[N:5](C(C)(C)C)[C:6]=1[SiH](C1C=CC=CC=1)C1C=CC=CC=1.[CH2:38]([Li])[CH2:39][CH2:40][CH3:41].CCCCCC.[C:49]1([C@H:55]2[CH2:63][N:62]3[C@H:57](CC(=O)CC3)[CH2:56]2)[CH:54]=[CH:53][CH:52]=[CH:51][CH:50]=1.[Cl-].[Li+].CS(O)(=O)=O.N1C=CC=CC=1.S(Cl)(Cl)=O, predict the reaction product. The product is: [Cl:31][C:26]1[CH:25]=[C:24]([C:4]2[NH:5][CH:6]=[C:2]([C:39]3[CH2:40][CH2:41][N:62]4[C@H:57]([CH:38]=3)[CH2:56][C@@H:55]([C:49]3[CH:54]=[CH:53][CH:52]=[CH:51][CH:50]=3)[CH2:63]4)[C:3]=2[C:32]2[CH:37]=[CH:36][N:35]=[CH:34][CH:33]=2)[CH:29]=[CH:28][C:27]=1[F:30]. (3) Given the reactants C[O:2][C:3]1[CH2:7][CH:6]([CH2:8][CH2:9][NH:10][C:11](=[O:18])[C:12]2[CH:17]=[CH:16][CH:15]=[CH:14][CH:13]=2)[C:5](=[O:19])[C:4]=1[C:20]1[C:25]([CH3:26])=[CH:24][C:23]([CH3:27])=[CH:22][C:21]=1[CH3:28], predict the reaction product. The product is: [O:19]=[C:5]1[CH:4]([C:20]2[C:25]([CH3:26])=[CH:24][C:23]([CH3:27])=[CH:22][C:21]=2[CH3:28])[C:3](=[O:2])[CH2:7][CH:6]1[CH2:8][CH2:9][NH:10][C:11](=[O:18])[C:12]1[CH:17]=[CH:16][CH:15]=[CH:14][CH:13]=1. (4) The product is: [OH:17][CH2:16][CH2:15][N:11]1[CH2:12][CH2:13][N:8]([C:3]2[CH:4]=[CH:5][CH:6]=[CH:7][C:2]=2[F:1])[CH2:9][CH2:10]1. Given the reactants [F:1][C:2]1[CH:7]=[CH:6][CH:5]=[CH:4][C:3]=1[N:8]1[CH2:13][CH2:12][NH:11][CH2:10][CH2:9]1.I[CH2:15][CH2:16][OH:17].C(=O)([O-])[O-].[K+].[K+], predict the reaction product. (5) Given the reactants FC(F)(F)C(O)=O.[CH2:8]([O:12][C:13]1[NH:14][C:15]([NH2:24])=[C:16]2[C:20]([N:21]=1)=[N:19][C:18]([O:22][CH3:23])=[N:17]2)[CH2:9][CH2:10][CH3:11].Br[CH2:26][CH2:27][CH2:28][CH:29]1[CH2:33][CH2:32][CH2:31][O:30]1, predict the reaction product. The product is: [CH2:8]([O:12][C:13]1[N:21]=[C:20]2[C:16]([N:17]=[C:18]([O:22][CH3:23])[N:19]2[CH2:26][CH2:27][CH2:28][CH:29]2[CH2:33][CH2:32][CH2:31][O:30]2)=[C:15]([NH2:24])[N:14]=1)[CH2:9][CH2:10][CH3:11].